Dataset: Full USPTO retrosynthesis dataset with 1.9M reactions from patents (1976-2016). Task: Predict the reactants needed to synthesize the given product. (1) Given the product [CH2:1]([O:3][C:4](=[O:14])[C:5]([C:7]1[CH:12]=[CH:11][C:10]([NH:13][C:16]2[C:21]([N+:22]([O-:24])=[O:23])=[CH:20][CH:19]=[CH:18][N:17]=2)=[CH:9][CH:8]=1)=[O:6])[CH3:2], predict the reactants needed to synthesize it. The reactants are: [CH2:1]([O:3][C:4](=[O:14])[C:5]([C:7]1[CH:12]=[CH:11][C:10]([NH2:13])=[CH:9][CH:8]=1)=[O:6])[CH3:2].Cl[C:16]1[C:21]([N+:22]([O-:24])=[O:23])=[CH:20][CH:19]=[CH:18][N:17]=1.Cl. (2) Given the product [CH2:23]([CH:22]([CH2:25][CH3:26])[CH2:21][O:20][C:14]1[CH:15]=[CH:16][C:17]([CH3:29])=[CH:18][C:13]=1[CH2:12][N:8]1[C:9]([CH3:11])=[CH:10][C:6]([CH2:5][CH2:4][C:3]([OH:2])=[O:27])=[N:7]1)[CH3:24], predict the reactants needed to synthesize it. The reactants are: C[O:2][C:3](=[O:27])[CH2:4][CH2:5][C:6]1[CH:10]=[C:9]([CH3:11])[N:8]([CH2:12][C:13]2[CH:18]=[C:17](Br)[CH:16]=[CH:15][C:14]=2[O:20][CH2:21][CH:22]([CH2:25][CH3:26])[CH2:23][CH3:24])[N:7]=1.[Zn](C)[CH3:29]. (3) Given the product [CH3:12][O:14][C:2]1[N:7]=[C:6]([NH2:8])[N:5]=[C:4]2[NH:9][N:10]=[CH:11][C:3]=12, predict the reactants needed to synthesize it. The reactants are: Cl[C:2]1[N:7]=[C:6]([NH2:8])[N:5]=[C:4]2[NH:9][N:10]=[CH:11][C:3]=12.[C:12](O)(=[O:14])C.